From a dataset of Reaction yield outcomes from USPTO patents with 853,638 reactions. Predict the reaction yield, written as a fraction of the theoretical maximum amount of product (1.0 means a 100% yield; for example, 0.34 means a 34% yield). (1) The reactants are [CH2:1]([O:3][P:4]([CH2:9][NH:10][C:11]([C:13]1[C:14]2[CH:15]=[CH:16][CH:17]=[N:18][C:19]=2[C:20]([O:35]C(C2C=CC=CC=2)C2C=CC=CC=2)=[C:21]2[C:25](=[O:26])[N:24]([CH2:27][C:28]3[CH:33]=[CH:32][C:31]([F:34])=[CH:30][CH:29]=3)[CH2:23][C:22]=12)=[O:12])(=[O:8])[O:5][CH2:6][CH3:7])[CH3:2].C(O)(C(F)(F)F)=O. The catalyst is C(Cl)Cl. The product is [CH2:6]([O:5][P:4]([CH2:9][NH:10][C:11]([C:13]1[C:14]2[CH:15]=[CH:16][CH:17]=[N:18][C:19]=2[C:20]([OH:35])=[C:21]2[C:25](=[O:26])[N:24]([CH2:27][C:28]3[CH:29]=[CH:30][C:31]([F:34])=[CH:32][CH:33]=3)[CH2:23][C:22]=12)=[O:12])(=[O:8])[O:3][CH2:1][CH3:2])[CH3:7]. The yield is 0.660. (2) The reactants are [CH:1]([NH:4][C:5]1[N:10]=[C:9]([C:11]2[C:19]3[C:14](=[CH:15][CH:16]=[C:17]([C:20]4[N:24]=[C:23]([NH2:25])[S:22][N:21]=4)[CH:18]=3)[N:13](S(C3C=CC(C)=CC=3)(=O)=O)[CH:12]=2)[CH:8]=[N:7][CH:6]=1)([CH3:3])[CH3:2].[OH-].[Na+]. The catalyst is O1CCOCC1. The product is [CH:1]([NH:4][C:5]1[N:10]=[C:9]([C:11]2[C:19]3[C:14](=[CH:15][CH:16]=[C:17]([C:20]4[N:24]=[C:23]([NH2:25])[S:22][N:21]=4)[CH:18]=3)[NH:13][CH:12]=2)[CH:8]=[N:7][CH:6]=1)([CH3:3])[CH3:2]. The yield is 0.283. (3) The reactants are [Br:1][C:2]1[CH:35]=[CH:34][CH:33]=[CH:32][C:3]=1[CH2:4][CH:5]1[C:11](=[O:12])[NH:10][C:9]2[CH:13]=[CH:14][C:15]([Cl:17])=[CH:16][C:8]=2[C:7]([C:18]2[CH:23]=[CH:22][C:21]([NH:24]C(=O)OC(C)(C)C)=[CH:20][CH:19]=2)=[N:6]1.FC(F)(F)C(O)=O.[OH-].[Na+]. The catalyst is ClCCl.O. The product is [NH2:24][C:21]1[CH:20]=[CH:19][C:18]([C:7]2[C:8]3[CH:16]=[C:15]([Cl:17])[CH:14]=[CH:13][C:9]=3[NH:10][C:11](=[O:12])[CH:5]([CH2:4][C:3]3[CH:32]=[CH:33][CH:34]=[CH:35][C:2]=3[Br:1])[N:6]=2)=[CH:23][CH:22]=1. The yield is 0.870. (4) The reactants are [N:1]1[CH:6]=[CH:5][CH:4]=[CH:3][C:2]=1[N:7]1[CH2:12][CH2:11][NH:10][CH2:9][CH2:8]1.[Cl:13][C:14]1[CH:19]=[CH:18][C:17]([NH:20][C:21](=[O:24])[CH2:22]Cl)=[CH:16][CH:15]=1.C(=O)([O-])[O-].[Na+].[Na+]. The catalyst is CN(C)C=O.O. The product is [Cl:13][C:14]1[CH:15]=[CH:16][C:17]([NH:20][C:21](=[O:24])[CH2:22][N:10]2[CH2:9][CH2:8][N:7]([C:2]3[CH:3]=[CH:4][CH:5]=[CH:6][N:1]=3)[CH2:12][CH2:11]2)=[CH:18][CH:19]=1. The yield is 0.850. (5) The reactants are [CH3:1][O:2][C:3]([C:5]1[CH:6]=[CH:7][CH:8]=[C:9]2[O:13][C:12]([CH:14]3[CH2:19][CH2:18][NH:17][CH2:16][CH2:15]3)=[N:11][C:10]=12)=[O:4].[C:20]([O:24][C:25](O[C:25]([O:24][C:20]([CH3:23])([CH3:22])[CH3:21])=[O:26])=[O:26])([CH3:23])([CH3:22])[CH3:21]. The catalyst is CN(C1C=CN=CC=1)C.ClCCl. The product is [CH3:1][O:2][C:3]([C:5]1[CH:6]=[CH:7][CH:8]=[C:9]2[O:13][C:12]([CH:14]3[CH2:19][CH2:18][N:17]([C:25]([O:24][C:20]([CH3:23])([CH3:22])[CH3:21])=[O:26])[CH2:16][CH2:15]3)=[N:11][C:10]=12)=[O:4]. The yield is 0.580. (6) The reactants are [CH:1]1([CH:5]2[CH:10]=[CH:9][N:8]([C:11]([O:13][C:14]3[CH:19]=[CH:18][CH:17]=[CH:16][CH:15]=3)=[O:12])[CH:7]=[CH:6]2)[CH2:4][CH2:3][CH2:2]1. The catalyst is [Pd].CO. The product is [CH:1]1([CH:5]2[CH2:10][CH2:9][N:8]([C:11]([O:13][C:14]3[CH:19]=[CH:18][CH:17]=[CH:16][CH:15]=3)=[O:12])[CH2:7][CH2:6]2)[CH2:2][CH2:3][CH2:4]1. The yield is 0.515. (7) The reactants are [F:1][C:2]([F:27])([F:26])[C:3]1[CH:21]=[C:20]([C:22]([F:25])([F:24])[F:23])[CH:19]=[CH:18][C:4]=1[CH2:5][O:6][C:7]1[CH:14]=[CH:13][C:10]([CH:11]=O)=[CH:9][C:8]=1[O:15][CH2:16][CH3:17].[CH3:28][NH:29][C:30]1[CH2:34][S:33][C:32](=[O:35])[N:31]=1.CC(C)([O-])C.[K+]. The catalyst is C(O)C. The product is [F:1][C:2]([F:26])([F:27])[C:3]1[CH:21]=[C:20]([C:22]([F:25])([F:24])[F:23])[CH:19]=[CH:18][C:4]=1[CH2:5][O:6][C:7]1[CH:14]=[CH:13][C:10](/[CH:11]=[C:34]2/[C:30]([NH:29][CH3:28])=[N:31][C:32](=[O:35])[S:33]/2)=[CH:9][C:8]=1[O:15][CH2:16][CH3:17]. The yield is 0.570. (8) The reactants are C[O:2][C:3](=[O:20])[CH:4]([N:11]1[C:16](=[O:17])[C:15]([Cl:18])=[C:14](Cl)[CH:13]=[N:12]1)[CH2:5][CH:6]1[CH2:10][CH2:9][CH2:8][CH2:7]1.[OH-:21].[Na+].Cl. The catalyst is C(OCC)(=O)C. The product is [Cl:18][C:15]1[C:16](=[O:17])[N:11]([CH:4]([CH2:5][CH:6]2[CH2:10][CH2:9][CH2:8][CH2:7]2)[C:3]([OH:2])=[O:20])[N:12]=[CH:13][C:14]=1[OH:21]. The yield is 0.900. (9) The reactants are [S:1]1[CH2:6][CH2:5][CH2:4][C:3](=O)[CH2:2]1.[Si](OS(C(F)(F)F)(=O)=O)(C)(C)C.[Br:20][C:21]1[CH:22]=[C:23]2[C:27](=[C:28]([C:30]([O:32][CH2:33][CH3:34])=[O:31])[CH:29]=1)[NH:26][CH:25]=[CH:24]2.C([SiH](CC)CC)C. The catalyst is ClCCl. The product is [Br:20][C:21]1[CH:22]=[C:23]2[C:27](=[C:28]([C:30]([O:32][CH2:33][CH3:34])=[O:31])[CH:29]=1)[NH:26][CH:25]=[C:24]2[CH:3]1[CH2:4][CH2:5][CH2:6][S:1][CH2:2]1. The yield is 0.400.